Predict the reactants needed to synthesize the given product. From a dataset of Full USPTO retrosynthesis dataset with 1.9M reactions from patents (1976-2016). (1) Given the product [CH3:28][CH:27]1[CH2:26][N:25]=[C:9]([C:6]2[CH:7]=[CH:8][C:3]([C:2]([F:24])([F:23])[F:1])=[CH:4][CH:5]=2)[C:11]([C:13]2[CH:18]=[CH:17][C:16]([C:19]([F:22])([F:21])[F:20])=[CH:15][CH:14]=2)=[N:29]1, predict the reactants needed to synthesize it. The reactants are: [F:1][C:2]([F:24])([F:23])[C:3]1[CH:8]=[CH:7][C:6]([C:9]([C:11]([C:13]2[CH:18]=[CH:17][C:16]([C:19]([F:22])([F:21])[F:20])=[CH:15][CH:14]=2)=O)=O)=[CH:5][CH:4]=1.[NH2:25][CH2:26][CH:27]([NH2:29])[CH3:28]. (2) Given the product [CH2:1]([O:3][C:4](=[O:20])[C:5]1[CH:10]=[C:9]([C:11]2[CH:16]=[CH:15][C:14]([C:17]#[N:18])=[C:13]([OH:23])[CH:12]=2)[CH:8]=[N:7][CH:6]=1)[CH3:2], predict the reactants needed to synthesize it. The reactants are: [CH2:1]([O:3][C:4](=[O:20])[C:5]1[CH:10]=[C:9]([C:11]2[CH:16]=[CH:15][C:14]([C:17]#[N:18])=[C:13](F)[CH:12]=2)[CH:8]=[N:7][CH:6]=1)[CH3:2].C([O-])(=[O:23])C.[K+].C1OCCOCCOCCOCCOCCOC1.C(=O)([O-])[O-].[Na+].[Na+]. (3) Given the product [NH2:8][C:5]1[C:4]([S:9]([NH2:12])(=[O:11])=[O:10])=[CH:3][C:2]([B:13]2[O:17][C:16]([CH3:19])([CH3:18])[C:15]([CH3:21])([CH3:20])[O:14]2)=[CH:7][N:6]=1, predict the reactants needed to synthesize it. The reactants are: Br[C:2]1[CH:3]=[C:4]([S:9]([NH2:12])(=[O:11])=[O:10])[C:5]([NH2:8])=[N:6][CH:7]=1.[B:13]1([B:13]2[O:17][C:16]([CH3:19])([CH3:18])[C:15]([CH3:21])([CH3:20])[O:14]2)[O:17][C:16]([CH3:19])([CH3:18])[C:15]([CH3:21])([CH3:20])[O:14]1.C([O-])(=O)C.[K+].